From a dataset of NCI-60 drug combinations with 297,098 pairs across 59 cell lines. Regression. Given two drug SMILES strings and cell line genomic features, predict the synergy score measuring deviation from expected non-interaction effect. (1) Drug 1: CC12CCC3C(C1CCC2=O)CC(=C)C4=CC(=O)C=CC34C. Drug 2: C1CN1P(=S)(N2CC2)N3CC3. Cell line: MOLT-4. Synergy scores: CSS=80.3, Synergy_ZIP=-1.30, Synergy_Bliss=-1.50, Synergy_Loewe=-2.38, Synergy_HSA=-0.992. (2) Drug 1: CN1CCC(CC1)COC2=C(C=C3C(=C2)N=CN=C3NC4=C(C=C(C=C4)Br)F)OC. Drug 2: CC1C(C(=O)NC(C(=O)N2CCCC2C(=O)N(CC(=O)N(C(C(=O)O1)C(C)C)C)C)C(C)C)NC(=O)C3=C4C(=C(C=C3)C)OC5=C(C(=O)C(=C(C5=N4)C(=O)NC6C(OC(=O)C(N(C(=O)CN(C(=O)C7CCCN7C(=O)C(NC6=O)C(C)C)C)C)C(C)C)C)N)C. Cell line: SF-295. Synergy scores: CSS=25.7, Synergy_ZIP=9.13, Synergy_Bliss=16.8, Synergy_Loewe=17.2, Synergy_HSA=17.2. (3) Drug 1: C1=CC(=CC=C1CC(C(=O)O)N)N(CCCl)CCCl.Cl. Drug 2: CN1C(=O)N2C=NC(=C2N=N1)C(=O)N. Cell line: HCT-15. Synergy scores: CSS=26.0, Synergy_ZIP=-3.88, Synergy_Bliss=6.81, Synergy_Loewe=-5.89, Synergy_HSA=2.70. (4) Drug 1: CC(C1=C(C=CC(=C1Cl)F)Cl)OC2=C(N=CC(=C2)C3=CN(N=C3)C4CCNCC4)N. Drug 2: CN(C)C1=NC(=NC(=N1)N(C)C)N(C)C. Cell line: IGROV1. Synergy scores: CSS=5.17, Synergy_ZIP=-1.44, Synergy_Bliss=-0.624, Synergy_Loewe=-4.43, Synergy_HSA=-1.30. (5) Drug 1: CC(C)(C#N)C1=CC(=CC(=C1)CN2C=NC=N2)C(C)(C)C#N. Drug 2: C(CN)CNCCSP(=O)(O)O. Cell line: KM12. Synergy scores: CSS=-5.79, Synergy_ZIP=7.96, Synergy_Bliss=7.61, Synergy_Loewe=-5.25, Synergy_HSA=-6.52. (6) Drug 1: CCCCCOC(=O)NC1=NC(=O)N(C=C1F)C2C(C(C(O2)C)O)O. Drug 2: CC1CCC2CC(C(=CC=CC=CC(CC(C(=O)C(C(C(=CC(C(=O)CC(OC(=O)C3CCCCN3C(=O)C(=O)C1(O2)O)C(C)CC4CCC(C(C4)OC)OCCO)C)C)O)OC)C)C)C)OC. Cell line: SK-MEL-5. Synergy scores: CSS=0.802, Synergy_ZIP=1.63, Synergy_Bliss=3.89, Synergy_Loewe=0.831, Synergy_HSA=0.438. (7) Drug 1: CC1C(C(CC(O1)OC2CC(CC3=C2C(=C4C(=C3O)C(=O)C5=C(C4=O)C(=CC=C5)OC)O)(C(=O)C)O)N)O.Cl. Drug 2: C1CCC(C(C1)N)N.C(=O)(C(=O)[O-])[O-].[Pt+4]. Cell line: COLO 205. Synergy scores: CSS=30.2, Synergy_ZIP=-5.09, Synergy_Bliss=0.817, Synergy_Loewe=-2.36, Synergy_HSA=0.896. (8) Drug 1: C1=CC(=CC=C1C#N)C(C2=CC=C(C=C2)C#N)N3C=NC=N3. Drug 2: CS(=O)(=O)CCNCC1=CC=C(O1)C2=CC3=C(C=C2)N=CN=C3NC4=CC(=C(C=C4)OCC5=CC(=CC=C5)F)Cl. Cell line: HOP-62. Synergy scores: CSS=6.39, Synergy_ZIP=-1.39, Synergy_Bliss=0.222, Synergy_Loewe=-0.0368, Synergy_HSA=-0.417.